Task: Predict which catalyst facilitates the given reaction.. Dataset: Catalyst prediction with 721,799 reactions and 888 catalyst types from USPTO (1) Reactant: OC(C(F)(F)F)=O.[F:8][C:9]1[CH:35]=[C:34]([F:36])[CH:33]=[CH:32][C:10]=1[O:11][CH:12]1[CH2:17][CH2:16][N:15]([C:18]2[N:19]=[C:20]3[CH2:31][CH2:30][NH:29][CH2:28][C:21]3=[N:22][C:23]=2[NH:24][CH:25]([CH3:27])[CH3:26])[CH2:14][CH2:13]1.C(N(CC)CC)C.[CH:44]1([C:47](Cl)=[O:48])[CH2:46][CH2:45]1. Product: [CH:44]1([C:47]([N:29]2[CH2:30][CH2:31][C:20]3[C:21](=[N:22][C:23]([NH:24][CH:25]([CH3:27])[CH3:26])=[C:18]([N:15]4[CH2:14][CH2:13][CH:12]([O:11][C:10]5[CH:32]=[CH:33][C:34]([F:36])=[CH:35][C:9]=5[F:8])[CH2:17][CH2:16]4)[N:19]=3)[CH2:28]2)=[O:48])[CH2:46][CH2:45]1. The catalyst class is: 2. (2) Reactant: [F:1][C:2]([F:17])([C:6]1[CH:11]=[CH:10][C:9]([O:12][CH:13]([CH3:15])[CH3:14])=[CH:8][C:7]=1[F:16])[C:3]([OH:5])=O.P(Cl)(Cl)(Cl)=O.Cl.[NH2:24][CH2:25][C:26]1[CH:27]=[C:28]2[C:32](=[CH:33][CH:34]=1)[C:31](=[O:35])[N:30]([CH:36]1[CH2:41][CH2:40][C:39](=[O:42])[NH:38][C:37]1=[O:43])[CH2:29]2.C(=O)(O)[O-].[Na+]. Product: [O:43]=[C:37]1[CH:36]([N:30]2[CH2:29][C:28]3[C:32](=[CH:33][CH:34]=[C:26]([CH2:25][NH:24][C:3](=[O:5])[C:2]([F:1])([F:17])[C:6]4[CH:11]=[CH:10][C:9]([O:12][CH:13]([CH3:15])[CH3:14])=[CH:8][C:7]=4[F:16])[CH:27]=3)[C:31]2=[O:35])[CH2:41][CH2:40][C:39](=[O:42])[NH:38]1. The catalyst class is: 17. (3) Reactant: C=O.[CH3:3][C:4]1[CH:5]=CC(C)=[CH:8][CH:9]=1.[Cl-:11].[CH2:12]([N+]1C=CN(C)C=1)[CH2:13][CH2:14][CH3:15].Cl. Product: [CH3:8][C:9]1[CH:12]=[CH:13][C:14]([CH3:15])=[CH:5][C:4]=1[CH2:3][Cl:11]. The catalyst class is: 126. (4) The catalyst class is: 6. Product: [CH:1]1[CH:6]=[N:5][CH:4]=[C:3]([CH2:7][C:8]([P:10]([O-:12])([OH:13])=[O:11])([P:14]([OH:17])([OH:16])=[O:15])[OH:9])[CH:2]=1.[CH:1]1[CH:6]=[N:5][CH:4]=[C:3]([CH2:7][C:8]([P:10]([O-:12])([OH:13])=[O:11])([P:14]([OH:17])([OH:16])=[O:15])[OH:9])[CH:2]=1.[OH2:24].[OH2:32].[OH2:9].[OH2:9].[OH2:9].[Na+:28].[Na+:28]. Reactant: [CH:1]1[CH:6]=[N:5][CH:4]=[C:3]([CH2:7][C:8]([P:14]([OH:17])([OH:16])=[O:15])([P:10]([OH:13])([OH:12])=[O:11])[OH:9])[CH:2]=1.C(O)(=[O:24])CCCCC.CC[Na:28].C([OH:32])(C)C. (5) Reactant: Br[C:2]1[CH:3]=[CH:4][C:5]([C:13]([O:15][CH3:16])=[O:14])=[N:6][C:7]=1[O:8][CH2:9][CH:10]([CH3:12])[CH3:11].[F:17][C:18]1[CH:23]=[CH:22][C:21]([O:24][CH3:25])=[CH:20][C:19]=1B(O)O.C1(P(C2CCCCC2)C2C=CC=CC=2C2C(OC)=CC=CC=2OC)CCCCC1.C(=O)([O-])[O-].[Na+].[Na+]. Product: [F:17][C:18]1[CH:23]=[CH:22][C:21]([O:24][CH3:25])=[CH:20][C:19]=1[C:2]1[CH:3]=[CH:4][C:5]([C:13]([O:15][CH3:16])=[O:14])=[N:6][C:7]=1[O:8][CH2:9][CH:10]([CH3:12])[CH3:11]. The catalyst class is: 101. (6) Reactant: [Br:1][C:2]1[CH:7]=[CH:6][C:5]([CH:8]2[C:12](=[O:13])[C:11]3[C:14]([O:21][CH2:22][CH3:23])=[CH:15][C:16]([O:18][CH2:19][CH3:20])=[CH:17][C:10]=3[O:9]2)=[CH:4][CH:3]=1.C[O-].[Na+].[CH:27](=[O:36])[CH:28]=[CH:29][C:30]1[CH:35]=[CH:34][CH:33]=[CH:32][CH:31]=1.[Cl-].[NH4+]. Product: [Br:1][C:2]1[CH:7]=[CH:6][C:5]([C@:8]2([C@H:29]([C:30]3[CH:35]=[CH:34][CH:33]=[CH:32][CH:31]=3)[CH2:28][CH:27]=[O:36])[C:12](=[O:13])[C:11]3[C:14]([O:21][CH2:22][CH3:23])=[CH:15][C:16]([O:18][CH2:19][CH3:20])=[CH:17][C:10]=3[O:9]2)=[CH:4][CH:3]=1. The catalyst class is: 442. (7) Reactant: [Br:1][C:2]1[C:3]([S:9][CH3:10])=[N:4][C:5](Cl)=[N:6][CH:7]=1.Cl.[CH3:12][C:13]1([NH2:16])[CH2:15][CH2:14]1.CCN(C(C)C)C(C)C. Product: [Br:1][C:2]1[C:3]([S:9][CH3:10])=[N:4][C:5]([NH:16][C:13]2([CH3:12])[CH2:15][CH2:14]2)=[N:6][CH:7]=1. The catalyst class is: 8. (8) Reactant: CS(O[CH2:6][CH2:7][CH:8]([O:12][C:13]1[CH:18]=[C:17]([O:19][CH3:20])[CH:16]=[CH:15][C:14]=1[Cl:21])[CH:9]([CH3:11])[CH3:10])(=O)=O.OC(C(F)(F)F)=O.[CH3:29][N:30]([CH3:50])[C:31](=[O:49])[CH2:32][CH:33]1[C:41]2[C:36](=[CH:37][CH:38]=[CH:39][CH:40]=2)[N:35]([CH:42]2[CH2:47][CH2:46][NH:45][CH2:44][CH2:43]2)[C:34]1=[O:48].C(N(CC)C(C)C)(C)C. Product: [Cl:21][C:14]1[CH:15]=[CH:16][C:17]([O:19][CH3:20])=[CH:18][C:13]=1[O:12][CH:8]([CH:9]([CH3:11])[CH3:10])[CH2:7][CH2:6][N:45]1[CH2:46][CH2:47][CH:42]([N:35]2[C:36]3[C:41](=[CH:40][CH:39]=[CH:38][CH:37]=3)[CH:33]([CH2:32][C:31]([N:30]([CH3:50])[CH3:29])=[O:49])[C:34]2=[O:48])[CH2:43][CH2:44]1. The catalyst class is: 10. (9) Reactant: [O:1]=[C:2]([C:9]1[CH:14]=[CH:13][CH:12]=[CH:11][CH:10]=1)[CH2:3][C:4]([O:6][CH2:7][CH3:8])=[O:5]. Product: [OH:1][C@H:2]([C:9]1[CH:14]=[CH:13][CH:12]=[CH:11][CH:10]=1)[CH2:3][C:4]([O:6][CH2:7][CH3:8])=[O:5]. The catalyst class is: 412.